This data is from Catalyst prediction with 721,799 reactions and 888 catalyst types from USPTO. The task is: Predict which catalyst facilitates the given reaction. (1) Reactant: [C@@H:1]1([OH:8])[CH2:6][CH2:5][CH2:4][CH2:3][C@H:2]1[OH:7].S(Cl)(Cl)=O.[S:13](=O)(=O)([OH:15])[OH:14].[Mn]([O-])(=O)(=O)=O.[K+].S([O-])(O)=O.[Na+]. Product: [O:7]1[CH:2]2[CH2:3][CH2:4][CH2:5][CH2:6][CH:1]2[O:8][S:13]1(=[O:15])=[O:14]. The catalyst class is: 390. (2) Reactant: [C:1]([C:3]1[CH:8]=[CH:7][C:6]([NH:9][C:10](=[O:18])[CH2:11][CH:12]([CH3:17])[CH2:13][C:14](O)=[O:15])=[CH:5][CH:4]=1)#[N:2].B.C1COCC1.O. Product: [C:1]([C:3]1[CH:4]=[CH:5][C:6]([NH:9][C:10](=[O:18])[CH2:11][CH:12]([CH3:17])[CH2:13][CH2:14][OH:15])=[CH:7][CH:8]=1)#[N:2]. The catalyst class is: 1. (3) Reactant: Br[C:2]1[CH:3]=[C:4]([NH:11]C(=O)OCC)[C:5]([N+:8]([O-:10])=[O:9])=[N:6][CH:7]=1.[CH3:17][O-:18].[Na+].CO. Product: [CH3:17][O:18][C:2]1[CH:3]=[C:4]([NH2:11])[C:5]([N+:8]([O-:10])=[O:9])=[N:6][CH:7]=1. The catalyst class is: 5.